From a dataset of Full USPTO retrosynthesis dataset with 1.9M reactions from patents (1976-2016). Predict the reactants needed to synthesize the given product. Given the product [CH2:14]([C:3]1[C:4](=[O:5])[N:6]2[CH2:7][CH2:8][CH2:9][CH:10]([OH:13])[C:11]2=[N:12][C:2]=1[CH3:1])[CH3:15], predict the reactants needed to synthesize it. The reactants are: [CH3:1][C:2]1[N:12]=[C:11]2[N:6]([CH2:7][CH2:8][CH2:9][CH:10]2[OH:13])[C:4](=[O:5])[C:3]=1[CH2:14][CH2:15]N1CCC(C2C3C=CC(F)=CC=3ON=2)CC1.ClCCC1C(=O)N2CCCC(O)C2=NC=1C.